This data is from Forward reaction prediction with 1.9M reactions from USPTO patents (1976-2016). The task is: Predict the product of the given reaction. (1) Given the reactants [N-:1]=[N+:2]=[N-:3].[Na+].[NH2:5][C:6]1[N:11]=[CH:10][C:9]([OH:12])=[CH:8][CH:7]=1.[CH2:13](OC(OCC)OCC)C, predict the reaction product. The product is: [N:5]1([C:6]2[N:11]=[CH:10][C:9]([OH:12])=[CH:8][CH:7]=2)[CH:13]=[N:3][N:2]=[N:1]1. (2) Given the reactants Br.[Br:2][C:3]1[CH:8]=[CH:7][C:6]([N:9]2[CH2:14][CH2:13][CH:12]([N:15]([CH3:30])[C:16]([N:18]3[CH:22]=[C:21]([C:23]4[CH:28]=[CH:27][CH:26]=[C:25]([OH:29])[CH:24]=4)[N:20]=[CH:19]3)=[O:17])[CH2:11][CH2:10]2)=[CH:5][C:4]=1[O:31][CH3:32].[S:33](Cl)(=[O:36])(=[O:35])[NH2:34], predict the reaction product. The product is: [S:33](=[O:36])(=[O:35])([O:29][C:25]1[CH:26]=[CH:27][CH:28]=[C:23]([C:21]2[N:20]=[CH:19][N:18]([C:16](=[O:17])[N:15]([CH:12]3[CH2:13][CH2:14][N:9]([C:6]4[CH:7]=[CH:8][C:3]([Br:2])=[C:4]([O:31][CH3:32])[CH:5]=4)[CH2:10][CH2:11]3)[CH3:30])[CH:22]=2)[CH:24]=1)[NH2:34].